Task: Predict the reaction yield, written as a fraction of the theoretical maximum amount of product (1.0 means a 100% yield; for example, 0.34 means a 34% yield).. Dataset: Reaction yield outcomes from USPTO patents with 853,638 reactions (1) The reactants are [CH3:1][O:2][C:3]1[CH:8]=[CH:7][C:6]([C:9]2[CH:14]=[CH:13][CH:12]=[CH:11][CH:10]=2)=[CH:5][C:4]=1[CH2:15][CH2:16][C:17]1[CH:22]=[CH:21][CH:20]=[CH:19][CH:18]=1.[CH3:23][C:24](OC(C)=O)=[O:25].[Al+3].[Cl-].[Cl-].[Cl-].CC#N. The catalyst is C(Cl)Cl.O. The product is [CH3:1][O:2][C:3]1[CH:8]=[CH:7][C:6]([C:9]2[CH:14]=[CH:13][C:12]([C:24](=[O:25])[CH3:23])=[CH:11][CH:10]=2)=[CH:5][C:4]=1[CH2:15][CH2:16][C:17]1[CH:22]=[CH:21][CH:20]=[CH:19][CH:18]=1. The yield is 0.470. (2) The reactants are [Li+].[OH-].[F:3][C:4]([F:33])([F:32])[C:5]1[N:10]=[CH:9][C:8]([NH:11][C:12](=[O:31])[NH:13][C@@H:14]2[CH2:19][CH2:18][N:17]([C:20]([O:22][C:23]([CH3:26])([CH3:25])[CH3:24])=[O:21])[C@@H:16]([C:27]([O:29]C)=[O:28])[CH2:15]2)=[CH:7][CH:6]=1.Cl. The catalyst is C1COCC1.CO.O. The product is [C:23]([O:22][C:20]([N:17]1[CH2:18][CH2:19][C@@H:14]([NH:13][C:12]([NH:11][C:8]2[CH:9]=[N:10][C:5]([C:4]([F:32])([F:33])[F:3])=[CH:6][CH:7]=2)=[O:31])[CH2:15][C@@H:16]1[C:27]([OH:29])=[O:28])=[O:21])([CH3:26])([CH3:24])[CH3:25]. The yield is 0.940.